Dataset: Reaction yield outcomes from USPTO patents with 853,638 reactions. Task: Predict the reaction yield, written as a fraction of the theoretical maximum amount of product (1.0 means a 100% yield; for example, 0.34 means a 34% yield). (1) The reactants are [Si:1](Cl)([C:4]([CH3:7])([CH3:6])[CH3:5])([CH3:3])[CH3:2].[OH:9][C:10]1[CH:17]=[CH:16][C:13]([CH:14]=[O:15])=[CH:12][CH:11]=1.N1C=CN=C1.CN(C)C=O. The catalyst is C(OCC)(=O)C.CCCCCC.O. The product is [Si:1]([O:9][C:10]1[CH:17]=[CH:16][C:13]([CH2:14][OH:15])=[CH:12][CH:11]=1)([C:4]([CH3:7])([CH3:6])[CH3:5])([CH3:3])[CH3:2]. The yield is 0.790. (2) The reactants are [Br:1][C:2]1[CH:3]=[C:4]2[C:15](=[CH:16][CH:17]=1)[O:14][C:7]1([CH2:12][CH2:11][N:10]([CH3:13])[CH2:9][CH2:8]1)[CH2:6][C:5]2([CH3:19])O.CC1C=CC(S(O)(=O)=O)=CC=1.O. The catalyst is C(Cl)Cl. The product is [Br:1][C:2]1[CH:3]=[C:4]2[C:15](=[CH:16][CH:17]=1)[O:14][C:7]1([CH2:12][CH2:11][N:10]([CH3:13])[CH2:9][CH2:8]1)[CH:6]=[C:5]2[CH3:19]. The yield is 0.800. (3) The reactants are [C:1]([NH:4][C@H:5]1[CH2:10][CH2:9][CH2:8][C@H:7]([C:11]([O:13]C)=O)[CH2:6]1)(=[O:3])[CH3:2].[NH3:15]. No catalyst specified. The product is [C:1]([NH:4][C@H:5]1[CH2:10][CH2:9][CH2:8][C@H:7]([C:11]([NH2:15])=[O:13])[CH2:6]1)(=[O:3])[CH3:2]. The yield is 0.571. (4) The reactants are [NH2:1][N:2]1[C:11]2[C:6](=[CH:7][CH:8]=[CH:9][CH:10]=2)[C:5]([OH:12])=[CH:4][C:3]1=[O:13].[C:14]1(=O)[CH2:17][CH2:16][CH2:15]1.C(O)(=O)C.C([BH3-])#N.[Na+]. The catalyst is CO. The product is [CH:14]1([NH:1][N:2]2[C:11]3[C:6](=[CH:7][CH:8]=[CH:9][CH:10]=3)[C:5]([OH:12])=[CH:4][C:3]2=[O:13])[CH2:17][CH2:16][CH2:15]1. The yield is 0.600. (5) The reactants are [F:1][C:2]1[C:7]([F:8])=[CH:6][C:5]([C:9]2[CH:14]=[CH:13][C:12]([O:15][CH2:16][CH:17]3[CH2:22][CH2:21][CH2:20][N:19]([C:23](=[O:28])[CH2:24][C:25]([OH:27])=O)[CH2:18]3)=[CH:11][CH:10]=2)=[C:4]([O:29][CH3:30])[CH:3]=1.ON1C2N=CC=CC=2N=N1.Cl.CN(C)CCCN=C=N.[CH3:51][O:52][NH3+:53].[Cl-].CCN(C(C)C)C(C)C. The catalyst is ClCCl.CC#N.O. The product is [F:1][C:2]1[C:7]([F:8])=[CH:6][C:5]([C:9]2[CH:14]=[CH:13][C:12]([O:15][CH2:16][CH:17]3[CH2:22][CH2:21][CH2:20][N:19]([C:23](=[O:28])[CH2:24][C:25]([NH:53][O:52][CH3:51])=[O:27])[CH2:18]3)=[CH:11][CH:10]=2)=[C:4]([O:29][CH3:30])[CH:3]=1. The yield is 0.990.